From a dataset of NCI-60 drug combinations with 297,098 pairs across 59 cell lines. Regression. Given two drug SMILES strings and cell line genomic features, predict the synergy score measuring deviation from expected non-interaction effect. Drug 1: C1=C(C(=O)NC(=O)N1)F. Drug 2: CCC(=C(C1=CC=CC=C1)C2=CC=C(C=C2)OCCN(C)C)C3=CC=CC=C3.C(C(=O)O)C(CC(=O)O)(C(=O)O)O. Cell line: OVCAR-5. Synergy scores: CSS=29.1, Synergy_ZIP=-1.91, Synergy_Bliss=-4.35, Synergy_Loewe=-5.46, Synergy_HSA=-3.34.